Dataset: Experimentally validated miRNA-target interactions with 360,000+ pairs, plus equal number of negative samples. Task: Binary Classification. Given a miRNA mature sequence and a target amino acid sequence, predict their likelihood of interaction. (1) The miRNA is mmu-miR-709 with sequence GGAGGCAGAGGCAGGAGGA. The protein sequence of the target gene is MYPQGRHPTPLQSGQPFKFSVLEICDRIKEEFQFLQAQYHSLKLECEKLASEKTEMQRHYVMAAPHQCPQGGTSYPHWPRLSPLQYYEMSYGLNIEMHKQAEIVKRLSAICAQMVPFLTQEHQQQVLQAVDRAKQVTVGELNSLLGQQNQLQPLSHAPPVPLTPRPAGLVGAGATGLLALSGALAAQAQLVAAVKEDRVGVDAEGSRVDRAASRSSSPSPPESLVEEDHPSSRGGSGKQQRAEDKDLSGPYDSEEDKSDYNLVVDEDQPSEPPSPVTTPCGKAPLCIPARRDLTDSPASL.... Result: 1 (interaction). (2) The miRNA is mmu-miR-5135 with sequence AGGUCUAGGUGGCAAGGGCGUCCU. The protein sequence of the target gene is MLSLKLPRLFRIDQVPQVFHEQGILFGYRHPQSSATACILSLFQMTNETLNIWTHLLPFWFFVWRFMTALYVTDIQNDSYSWPMLVYMCTSCVYPLASSCAHTFSSMSKNARHICYFLDYGAVNLFSLGSAIAYSAYTFPDALVCSTFHECYVALAVLNTILSTGLSCYSRFLELQKPRLCKLLRVLAFAYPYTWDSLPIFYRLFLFPGESSRNEAMLYHQKHMGMTLLASFFYSAHLPERLAPGRFDYIGHSHQLFHVCVILATHLQMEAILLDKTLRREWLLATSRPFSFPQIAAAML.... Result: 1 (interaction).